From a dataset of Reaction yield outcomes from USPTO patents with 853,638 reactions. Predict the reaction yield, written as a fraction of the theoretical maximum amount of product (1.0 means a 100% yield; for example, 0.34 means a 34% yield). The reactants are CCN(CC)CC.[CH:8]1([N:14]2[CH2:18][CH2:17][CH:16]([CH2:19][C:20]3[CH:29]=[CH:28][C:27]4[C:22](=[CH:23][C:24]([OH:30])=[CH:25][CH:26]=4)[CH:21]=3)[C:15]2=[O:31])[CH2:13][CH2:12][CH2:11][CH2:10][CH2:9]1.C1C=CC(N([S:39]([C:42]([F:45])([F:44])[F:43])(=[O:41])=[O:40])[S:39]([C:42]([F:45])([F:44])[F:43])(=[O:41])=[O:40])=CC=1. The catalyst is C1COCC1.O. The product is [F:43][C:42]([F:45])([F:44])[S:39]([O:30][C:24]1[CH:25]=[CH:26][C:27]2[C:22](=[CH:21][C:20]([CH2:19][CH:16]3[CH2:17][CH2:18][N:14]([CH:8]4[CH2:9][CH2:10][CH2:11][CH2:12][CH2:13]4)[C:15]3=[O:31])=[CH:29][CH:28]=2)[CH:23]=1)(=[O:41])=[O:40]. The yield is 0.900.